From a dataset of Catalyst prediction with 721,799 reactions and 888 catalyst types from USPTO. Predict which catalyst facilitates the given reaction. (1) Reactant: [N:1]1[CH:6]=[CH:5][CH:4]=[C:3]([S:7]([N:10]2[CH:14]=[CH:13][C:12](/[CH:15]=[CH:16]/[C:17]([NH:19][O:20]C3CCCCO3)=[O:18])=[CH:11]2)(=[O:9])=[O:8])[CH:2]=1.Cl. Product: [OH:20][NH:19][C:17](=[O:18])/[CH:16]=[CH:15]/[C:12]1[CH:13]=[CH:14][N:10]([S:7]([C:3]2[CH:2]=[N:1][CH:6]=[CH:5][CH:4]=2)(=[O:9])=[O:8])[CH:11]=1. The catalyst class is: 5. (2) Reactant: [CH2:1]([C:4]1[CH:9]=[C:8]([F:10])[CH:7]=[CH:6][C:5]=1[NH:11][C:12](=[O:15])[CH:13]=[CH2:14])C=C. Product: [F:10][C:8]1[CH:7]=[CH:6][C:5]2[NH:11][C:12](=[O:15])[CH:13]=[CH:14][CH2:1][C:4]=2[CH:9]=1. The catalyst class is: 4. (3) Reactant: [Br:1][C:2]1[CH:11]=[CH:10][CH:9]=[C:8]2[C:3]=1[C:4](=[O:22])[N:5]([CH2:14][C:15]1[CH:20]=[CH:19][CH:18]=[CH:17][C:16]=1[Cl:21])[C:6]([CH2:12]Cl)=[N:7]2.C(=O)([O-])[O-].[K+].[K+].[NH2:29][C:30]1[N:35]=[CH:34][N:33]=[C:32]2[NH:36][N:37]=[C:38]([C:39]3[CH:44]=[CH:43][C:42]([OH:45])=[C:41]([F:46])[CH:40]=3)[C:31]=12. Product: [NH2:29][C:30]1[N:35]=[CH:34][N:33]=[C:32]2[N:36]([CH2:12][C:6]3[N:5]([CH2:14][C:15]4[CH:20]=[CH:19][CH:18]=[CH:17][C:16]=4[Cl:21])[C:4](=[O:22])[C:3]4[C:8](=[CH:9][CH:10]=[CH:11][C:2]=4[Br:1])[N:7]=3)[N:37]=[C:38]([C:39]3[CH:44]=[CH:43][C:42]([OH:45])=[C:41]([F:46])[CH:40]=3)[C:31]=12. The catalyst class is: 3. (4) Reactant: [CH2:1]1[CH2:6][C@H:5]([C:7]([OH:9])=[O:8])[CH2:4][CH2:3][C@H:2]1[CH2:10][NH2:11].Cl[Si](C)(C)C.CN1CCOCC1.Cl[CH2:25][CH2:26][O:27][C:28](Cl)=[O:29].[C:31]([OH:35])(=[O:34])[CH2:32][CH3:33]. Product: [C:31]([O:35][CH:26]([O:27][C:28]([NH:11][CH2:10][C@H:2]1[CH2:3][CH2:4][C@H:5]([C:7]([OH:9])=[O:8])[CH2:6][CH2:1]1)=[O:29])[CH3:25])(=[O:34])[CH2:32][CH3:33]. The catalyst class is: 4. (5) Reactant: [CH3:1][O:2][C:3](=[O:13])[CH:4]=[CH:5][C:6]1[CH:11]=[CH:10][C:9]([OH:12])=[CH:8][CH:7]=1.[Br:14][CH:15](O)[CH2:16][CH3:17].C1(P(C2C=CC=CC=2)C2C=CC=CC=2)C=CC=CC=1.CC(OC(/N=N/C(OC(C)C)=O)=O)C. Product: [Br:14][CH2:15][CH2:16][CH2:17][O:12][C:9]1[CH:10]=[CH:11][C:6](/[CH:5]=[CH:4]/[C:3]([O:2][CH3:1])=[O:13])=[CH:7][CH:8]=1. The catalyst class is: 1. (6) Reactant: [Cl:1][C:2]1[CH:7]=[CH:6][CH:5]=[C:4]([Cl:8])[C:3]=1[CH2:9][S:10]([C:13]1[CH:14]=[C:15]2[C:19](=[CH:20][CH:21]=1)[NH:18][C:17](=[O:22])/[C:16]/2=[CH:23]\[C:24]1[NH:25][C:26]([CH3:32])=[CH:27][C:28]=1[C:29]([OH:31])=O)(=[O:12])=[O:11].C1C=CC2N(O)N=NC=2C=1.CCN=C=NCCCN(C)C.Cl.[NH2:55][CH2:56][CH:57]([OH:64])[CH2:58][N:59]1[CH:63]=[CH:62][N:61]=[N:60]1. Product: [OH:64][CH:57]([CH2:58][N:59]1[CH:63]=[CH:62][N:61]=[N:60]1)[CH2:56][NH:55][C:29]([C:28]1[CH:27]=[C:26]([CH3:32])[NH:25][C:24]=1/[CH:23]=[C:16]1\[C:17](=[O:22])[NH:18][C:19]2[C:15]\1=[CH:14][C:13]([S:10]([CH2:9][C:3]1[C:2]([Cl:1])=[CH:7][CH:6]=[CH:5][C:4]=1[Cl:8])(=[O:12])=[O:11])=[CH:21][CH:20]=2)=[O:31]. The catalyst class is: 3.